Dataset: Reaction yield outcomes from USPTO patents with 853,638 reactions. Task: Predict the reaction yield, written as a fraction of the theoretical maximum amount of product (1.0 means a 100% yield; for example, 0.34 means a 34% yield). (1) The reactants are [O:1]1[CH2:6][CH2:5][CH:4]([NH:7][C:8]([C:10]2[CH:11]=[N:12][N:13]([C:19]3[CH:28]=[CH:27][C:22]([C:23]([O:25]C)=[O:24])=[CH:21][CH:20]=3)[C:14]=2[S:15][CH2:16][CH2:17][CH3:18])=[O:9])[CH2:3][CH2:2]1.[OH-].[Na+]. The catalyst is CO. The product is [O:1]1[CH2:6][CH2:5][CH:4]([NH:7][C:8]([C:10]2[CH:11]=[N:12][N:13]([C:19]3[CH:20]=[CH:21][C:22]([C:23]([OH:25])=[O:24])=[CH:27][CH:28]=3)[C:14]=2[S:15][CH2:16][CH2:17][CH3:18])=[O:9])[CH2:3][CH2:2]1. The yield is 0.850. (2) The product is [C:24]([NH:32][C:33]([NH:1][C:2]1([C:19]2[S:20][CH:21]=[CH:22][CH:23]=2)[CH:6]([CH2:7][OH:8])[CH2:5][N:4]([C:9]([O:11][CH2:12][C:13]2[CH:18]=[CH:17][CH:16]=[CH:15][CH:14]=2)=[O:10])[CH2:3]1)=[S:34])(=[O:31])[C:25]1[CH:30]=[CH:29][CH:28]=[CH:27][CH:26]=1. The yield is 0.950. The reactants are [NH2:1][C:2]1([C:19]2[S:20][CH:21]=[CH:22][CH:23]=2)[CH:6]([CH2:7][OH:8])[CH2:5][N:4]([C:9]([O:11][CH2:12][C:13]2[CH:18]=[CH:17][CH:16]=[CH:15][CH:14]=2)=[O:10])[CH2:3]1.[C:24]([N:32]=[C:33]=[S:34])(=[O:31])[C:25]1[CH:30]=[CH:29][CH:28]=[CH:27][CH:26]=1. The catalyst is O1CCCC1. (3) The reactants are Br[C:2]1[C:3]([OH:16])=[C:4]2[C:9](=[CH:10][CH:11]=1)[N:8]([C:12](=[O:14])[CH3:13])[C@@H:7]([CH3:15])[CH2:6][CH2:5]2.CC1(C)C(C)(C)OB([C:25]2[CH:26]=[N:27][N:28]([CH:30]3[CH2:35][CH2:34][N:33]([C:36]([O:38][C:39]([CH3:42])([CH3:41])[CH3:40])=[O:37])[CH2:32][CH2:31]3)[CH:29]=2)O1.P([O-])([O-])([O-])=O.[K+].[K+].[K+]. The catalyst is CC(C1C=C(C(C)C)C(C2C=CC=C(P(C3CCCCC3)C3CCCCC3)C=2)=C(C(C)C)C=1)C.C1C=[C-]C(C2C(N)=CC=CC=2)=CC=1.Cl[Pd+].O1CCOCC1.O. The product is [C:12]([N:8]1[C:9]2[C:4](=[C:3]([OH:16])[C:2]([C:25]3[CH:26]=[N:27][N:28]([CH:30]4[CH2:31][CH2:32][N:33]([C:36]([O:38][C:39]([CH3:42])([CH3:41])[CH3:40])=[O:37])[CH2:34][CH2:35]4)[CH:29]=3)=[CH:11][CH:10]=2)[CH2:5][CH2:6][C@@H:7]1[CH3:15])(=[O:14])[CH3:13]. The yield is 0.210. (4) The yield is 0.630. The reactants are [CH:1]1([CH2:4][O:5][NH:6][C:7]([C:9]2[C:10]([NH:20][C:21]3[CH:26]=[CH:25][C:24]([Br:27])=[CH:23][C:22]=3[Cl:28])=[C:11]([F:19])[C:12]3[O:16][N:15]=[C:14]([CH3:17])[C:13]=3[CH:18]=2)=[O:8])CC1.C1C=CC2N(O)N=NC=2C=1.CCN(CC)CC.[CH:46]([O:48]CCON)=[CH2:47].CCN=C=NCCCN(C)C. The catalyst is CN(C=O)C.CCOC(C)=O. The product is [CH:46]([O:48][CH2:1][CH2:4][O:5][NH:6][C:7]([C:9]1[C:10]([NH:20][C:21]2[CH:26]=[CH:25][C:24]([Br:27])=[CH:23][C:22]=2[Cl:28])=[C:11]([F:19])[C:12]2[O:16][N:15]=[C:14]([CH3:17])[C:13]=2[CH:18]=1)=[O:8])=[CH2:47].